From a dataset of Forward reaction prediction with 1.9M reactions from USPTO patents (1976-2016). Predict the product of the given reaction. (1) Given the reactants C([O:5][C:6](=[O:38])[C@@H:7]([NH:10][C:11](=[O:37])[C:12]1[CH:17]=[CH:16][C:15]([C@H:18]2[CH2:23][CH2:22][CH2:21][C@H:20]([NH:24][CH:25]([C:27]3[C:36]4[C:31](=[CH:32][CH:33]=[CH:34][CH:35]=4)[CH:30]=[CH:29][CH:28]=3)[CH3:26])[CH2:19]2)=[CH:14][CH:13]=1)[CH2:8][OH:9])(C)(C)C.C(OCC)C.[ClH:44], predict the reaction product. The product is: [ClH:44].[OH:9][CH2:8][CH:7]([NH:10][C:11](=[O:37])[C:12]1[CH:13]=[CH:14][C:15]([CH:18]2[CH2:23][CH2:22][CH2:21][CH:20]([NH:24][C@@H:25]([C:27]3[C:36]4[C:31](=[CH:32][CH:33]=[CH:34][CH:35]=4)[CH:30]=[CH:29][CH:28]=3)[CH3:26])[CH2:19]2)=[CH:16][CH:17]=1)[C:6]([OH:38])=[O:5]. (2) Given the reactants [F:1][C:2]1[CH:3]=[CH:4][C:5]([O:12][CH3:13])=[C:6]([NH:8][C:9]([NH2:11])=[S:10])[CH:7]=1.Br[CH2:15][C:16]([C:18]1[N:19]([CH3:25])[C:20]([CH3:24])=[N:21][C:22]=1[CH3:23])=O, predict the reaction product. The product is: [F:1][C:2]1[CH:3]=[CH:4][C:5]([O:12][CH3:13])=[C:6]([NH:8][C:9]2[S:10][CH:15]=[C:16]([C:18]3[N:19]([CH3:25])[C:20]([CH3:24])=[N:21][C:22]=3[CH3:23])[N:11]=2)[CH:7]=1. (3) Given the reactants [CH2:1]([O:5][CH2:6][CH2:7][O:8][C:9]1[CH:14]=[CH:13][C:12]([C:15]2[CH:16]=[CH:17][C:18]3[N:24]([CH2:25][CH:26]([CH3:28])[CH3:27])[CH2:23][CH2:22][C:21]([C:29]([NH:31][C:32]4[CH:37]=[CH:36][C:35]([S:38][CH2:39][C:40]5[CH:41]=[N:42][CH:43]=[CH:44][CH:45]=5)=[C:34]([Cl:46])[CH:33]=4)=[O:30])=[CH:20][C:19]=3[CH:47]=2)=[CH:11][CH:10]=1)[CH2:2][CH2:3][CH3:4].ClC1C=CC=C(C(OO)=[O:56])C=1.S([O-])([O-])(=O)=S.[Na+].[Na+], predict the reaction product. The product is: [CH2:1]([O:5][CH2:6][CH2:7][O:8][C:9]1[CH:10]=[CH:11][C:12]([C:15]2[CH:16]=[CH:17][C:18]3[N:24]([CH2:25][CH:26]([CH3:27])[CH3:28])[CH2:23][CH2:22][C:21]([C:29]([NH:31][C:32]4[CH:37]=[CH:36][C:35]([S:38]([CH2:39][C:40]5[CH:41]=[N:42][CH:43]=[CH:44][CH:45]=5)=[O:56])=[C:34]([Cl:46])[CH:33]=4)=[O:30])=[CH:20][C:19]=3[CH:47]=2)=[CH:13][CH:14]=1)[CH2:2][CH2:3][CH3:4].